This data is from Full USPTO retrosynthesis dataset with 1.9M reactions from patents (1976-2016). The task is: Predict the reactants needed to synthesize the given product. Given the product [F:1][C:2]1[CH:7]=[C:6]([OH:8])[CH:5]=[C:4]([F:10])[C:3]=1[CH:11]([C:17]([O:19][CH2:20][CH3:21])=[O:18])[C:12]([O:14][CH2:15][CH3:16])=[O:13], predict the reactants needed to synthesize it. The reactants are: [F:1][C:2]1[CH:7]=[C:6]([O:8]C)[CH:5]=[C:4]([F:10])[C:3]=1[CH:11]([C:17]([O:19][CH2:20][CH3:21])=[O:18])[C:12]([O:14][CH2:15][CH3:16])=[O:13].B(Br)(Br)Br.C(=O)(O)[O-].[Na+].